Dataset: NCI-60 drug combinations with 297,098 pairs across 59 cell lines. Task: Regression. Given two drug SMILES strings and cell line genomic features, predict the synergy score measuring deviation from expected non-interaction effect. (1) Drug 1: C1CCC(C1)C(CC#N)N2C=C(C=N2)C3=C4C=CNC4=NC=N3. Drug 2: COC1=C2C(=CC3=C1OC=C3)C=CC(=O)O2. Cell line: SK-OV-3. Synergy scores: CSS=6.51, Synergy_ZIP=-0.758, Synergy_Bliss=2.85, Synergy_Loewe=-0.188, Synergy_HSA=2.00. (2) Drug 1: C1CCN(CC1)CCOC2=CC=C(C=C2)C(=O)C3=C(SC4=C3C=CC(=C4)O)C5=CC=C(C=C5)O. Drug 2: B(C(CC(C)C)NC(=O)C(CC1=CC=CC=C1)NC(=O)C2=NC=CN=C2)(O)O. Cell line: U251. Synergy scores: CSS=2.24, Synergy_ZIP=-1.53, Synergy_Bliss=-2.84, Synergy_Loewe=-0.0122, Synergy_HSA=-2.24.